This data is from Reaction yield outcomes from USPTO patents with 853,638 reactions. The task is: Predict the reaction yield, written as a fraction of the theoretical maximum amount of product (1.0 means a 100% yield; for example, 0.34 means a 34% yield). (1) The reactants are [CH2:1]([CH:3]1[CH:7]([C:8]2[N:12]3[C:13]4[CH:19]=[CH:18][NH:17][C:14]=4[N:15]=[CH:16][C:11]3=[N:10][N:9]=2)[CH2:6][CH:5]([CH2:20][CH2:21][CH2:22][C:23](OCC)=[O:24])[CH2:4]1)[CH3:2].[NH3:28]. No catalyst specified. The product is [CH2:1]([C@H:3]1[C@@H:7]([C:8]2[N:12]3[C:13]4[CH:19]=[CH:18][NH:17][C:14]=4[N:15]=[CH:16][C:11]3=[N:10][N:9]=2)[CH2:6][CH:5]([CH2:20][CH2:21][CH2:22][C:23]([NH2:28])=[O:24])[CH2:4]1)[CH3:2]. The yield is 1.00. (2) The reactants are [CH3:1][C:2]1[O:6][C:5]([C:7]2[CH:16]=[CH:15][C:10]([C:11]([O:13][CH3:14])=[O:12])=[CH:9][CH:8]=2)=[N:4][C:3]=1[CH2:17][SH:18].CS(O[C@@H:24]1[CH2:28][CH2:27][C@H:26]([NH:29][C:30](=[O:36])[O:31][C:32]([CH3:35])([CH3:34])[CH3:33])[CH2:25]1)(=O)=O. The catalyst is CN(C)C=O. The product is [C:32]([O:31][C:30]([NH:29][C@H:26]1[CH2:27][CH2:28][C@H:24]([S:18][CH2:17][C:3]2[N:4]=[C:5]([C:7]3[CH:8]=[CH:9][C:10]([C:11]([O:13][CH3:14])=[O:12])=[CH:15][CH:16]=3)[O:6][C:2]=2[CH3:1])[CH2:25]1)=[O:36])([CH3:35])([CH3:33])[CH3:34]. The yield is 0.880. (3) The reactants are [OH:1][CH2:2][CH2:3][N:4]1[CH2:9][CH2:8][CH:7]([NH:10]C(=O)OC(C)(C)C)[CH2:6][CH2:5]1.Cl. The catalyst is C(O)C. The product is [NH2:10][CH:7]1[CH2:8][CH2:9][N:4]([CH2:3][CH2:2][OH:1])[CH2:5][CH2:6]1. The yield is 0.950.